Task: Predict the reactants needed to synthesize the given product.. Dataset: Full USPTO retrosynthesis dataset with 1.9M reactions from patents (1976-2016) (1) Given the product [O:33]=[C:27]1[CH:26]([N:25]2[C:20](=[O:22])[C:10]3[C:11](=[C:16]([OH:19])[CH:17]=[CH:18][C:9]=3[NH:8][C:6](=[O:7])[O:5][C:1]([CH3:2])([CH3:3])[CH3:4])[C:12]2=[O:14])[CH2:31][CH2:30][C:29](=[O:32])[NH:28]1, predict the reactants needed to synthesize it. The reactants are: [C:1]([O:5][C:6]([NH:8][C:9]1[CH:18]=[CH:17][C:16]([OH:19])=[C:11]([C:12]([O:14]C)=O)[C:10]=1[C:20]([O:22]C)=O)=[O:7])([CH3:4])([CH3:3])[CH3:2].Cl.[NH2:25][CH:26]1[CH2:31][CH2:30][C:29](=[O:32])[NH:28][C:27]1=[O:33]. (2) Given the product [F:1][C:2]1[CH:3]=[CH:4][C:5]([CH3:32])=[C:6]([CH:31]=1)[O:7][CH2:8][C:9]1[C:18]([C:19]2[CH:24]=[CH:23][C:22]([O:25][C:40]([O:41][CH3:42])=[O:43])=[CH:21][C:20]=2[O:26][CH3:27])=[CH:17][CH:16]=[C:15]2[C:10]=1[C:11]([CH3:30])=[CH:12][C:13]([CH3:28])([CH3:29])[NH:14]2, predict the reactants needed to synthesize it. The reactants are: [F:1][C:2]1[CH:3]=[CH:4][C:5]([CH3:32])=[C:6]([CH:31]=1)[O:7][CH2:8][C:9]1[C:18]([C:19]2[CH:24]=[CH:23][C:22]([OH:25])=[CH:21][C:20]=2[O:26][CH3:27])=[CH:17][CH:16]=[C:15]2[C:10]=1[C:11]([CH3:30])=[CH:12][C:13]([CH3:29])([CH3:28])[NH:14]2.C(N(CC)CC)C.[C:40](Cl)(=[O:43])[O:41][CH3:42]. (3) Given the product [ClH:1].[C:31]([C:3]1[CH:4]=[CH:5][CH:6]=[C:7]2[C:11]=1[C:10](=[O:12])[N:9]([C:13]1[CH:18]=[CH:17][C:16]([O:19][CH3:20])=[C:15]([O:21][CH2:22][CH2:23][N:24]3[CH2:25][CH2:26][CH:27]([CH3:30])[CH2:28][CH2:29]3)[CH:14]=1)[CH2:8]2)#[N:32], predict the reactants needed to synthesize it. The reactants are: [ClH:1].Br[C:3]1[CH:4]=[CH:5][CH:6]=[C:7]2[C:11]=1[C:10](=[O:12])[N:9]([C:13]1[CH:18]=[CH:17][C:16]([O:19][CH3:20])=[C:15]([O:21][CH2:22][CH2:23][N:24]3[CH2:29][CH2:28][CH:27]([CH3:30])[CH2:26][CH2:25]3)[CH:14]=1)[CH2:8]2.[C:31]([Cu])#[N:32]. (4) Given the product [CH2:19]([O:1][C:2]1[C:9]([O:10][CH3:11])=[CH:8][CH:7]=[CH:6][C:3]=1[CH:4]=[O:5])[CH:20]([CH3:22])[CH3:21], predict the reactants needed to synthesize it. The reactants are: [OH:1][C:2]1[C:9]([O:10][CH3:11])=[CH:8][CH:7]=[CH:6][C:3]=1[CH:4]=[O:5].C([O-])([O-])=O.[K+].[K+].I[CH2:19][CH:20]([CH3:22])[CH3:21].